This data is from NCI-60 drug combinations with 297,098 pairs across 59 cell lines. The task is: Regression. Given two drug SMILES strings and cell line genomic features, predict the synergy score measuring deviation from expected non-interaction effect. (1) Drug 1: CC1CCC2CC(C(=CC=CC=CC(CC(C(=O)C(C(C(=CC(C(=O)CC(OC(=O)C3CCCCN3C(=O)C(=O)C1(O2)O)C(C)CC4CCC(C(C4)OC)O)C)C)O)OC)C)C)C)OC. Drug 2: N.N.Cl[Pt+2]Cl. Cell line: NCI-H226. Synergy scores: CSS=19.7, Synergy_ZIP=-8.04, Synergy_Bliss=-2.23, Synergy_Loewe=1.77, Synergy_HSA=2.25. (2) Drug 2: CN(C)C1=NC(=NC(=N1)N(C)C)N(C)C. Cell line: HS 578T. Synergy scores: CSS=46.3, Synergy_ZIP=10.6, Synergy_Bliss=12.2, Synergy_Loewe=-3.21, Synergy_HSA=6.65. Drug 1: C1=C(C(=O)NC(=O)N1)F. (3) Cell line: T-47D. Drug 1: C1CCC(CC1)NC(=O)N(CCCl)N=O. Drug 2: C#CCC(CC1=CN=C2C(=N1)C(=NC(=N2)N)N)C3=CC=C(C=C3)C(=O)NC(CCC(=O)O)C(=O)O. Synergy scores: CSS=6.35, Synergy_ZIP=-3.18, Synergy_Bliss=-1.45, Synergy_Loewe=-1.32, Synergy_HSA=-1.26.